This data is from CYP2C19 inhibition data for predicting drug metabolism from PubChem BioAssay. The task is: Regression/Classification. Given a drug SMILES string, predict its absorption, distribution, metabolism, or excretion properties. Task type varies by dataset: regression for continuous measurements (e.g., permeability, clearance, half-life) or binary classification for categorical outcomes (e.g., BBB penetration, CYP inhibition). Dataset: cyp2c19_veith. (1) The compound is CO[C@@H]1CC=C2CCN3CCC4=C(CC(=O)OC4)[C@]23C1. The result is 0 (non-inhibitor). (2) The compound is Cc1cc(C)c(Cn2cnc(-c3ccc([N+](=O)[O-])cc3)c2)c(C)c1. The result is 1 (inhibitor). (3) The molecule is C=CC[n+]1c(-c2ccc(C)cc2)csc1NNC(=O)Nc1ccccc1.[Br-]. The result is 1 (inhibitor). (4) The compound is O=C(NNS(=O)(=O)c1ccccc1)c1cccnc1. The result is 0 (non-inhibitor). (5) The result is 0 (non-inhibitor). The molecule is O=C(Nc1cccc(F)c1)N1CC[C@@]2(CCCN(C(=O)c3cnccn3)C2)C1. (6) The drug is CC1=CC(C)(C)N(C(=O)c2ccccc2)c2ccc(C)cc21. The result is 1 (inhibitor). (7) The compound is CC(=O)NC(=S)Nc1ccc(-c2nc3ccc(C)cc3s2)cc1. The result is 0 (non-inhibitor).